This data is from Forward reaction prediction with 1.9M reactions from USPTO patents (1976-2016). The task is: Predict the product of the given reaction. The product is: [F:12][C:11]([F:14])([F:13])[C:9]1[CH:8]=[CH:7][C:5]2[NH:6][C:2]([O:26][C:19]3[CH:20]=[CH:21][CH:22]=[C:23]4[C:18]=3[N:17]=[C:16]([NH2:15])[CH:25]=[CH:24]4)=[N:3][C:4]=2[CH:10]=1. Given the reactants Cl[C:2]1[NH:6][C:5]2[CH:7]=[CH:8][C:9]([C:11]([F:14])([F:13])[F:12])=[CH:10][C:4]=2[N:3]=1.[NH2:15][C:16]1[CH:25]=[CH:24][C:23]2[C:18](=[C:19]([OH:26])[CH:20]=[CH:21][CH:22]=2)[N:17]=1, predict the reaction product.